From a dataset of Catalyst prediction with 721,799 reactions and 888 catalyst types from USPTO. Predict which catalyst facilitates the given reaction. (1) Reactant: F[C:2]1[CH:7]=[C:6]([O:8][CH2:9][C:10]2[CH:15]=[CH:14][CH:13]=[CH:12][CH:11]=2)[CH:5]=[CH:4][C:3]=1[N+:16]([O-:18])=[O:17].[C:19]([N:26]1[CH2:31][CH2:30][NH:29][CH2:28][CH2:27]1)([O:21][C:22]([CH3:25])([CH3:24])[CH3:23])=[O:20].C(=O)([O-])[O-].[Cs+].[Cs+]. Product: [C:22]([O:21][C:19]([N:26]1[CH2:31][CH2:30][N:29]([C:2]2[CH:7]=[C:6]([O:8][CH2:9][C:10]3[CH:15]=[CH:14][CH:13]=[CH:12][CH:11]=3)[CH:5]=[CH:4][C:3]=2[N+:16]([O-:18])=[O:17])[CH2:28][CH2:27]1)=[O:20])([CH3:25])([CH3:23])[CH3:24]. The catalyst class is: 39. (2) Reactant: O=[C:2]1[C:8]2[CH:9]=[CH:10][CH:11]=[CH:12][C:7]=2[C@@H:6]2[CH2:13][N:14]([C:16](OC(C)(C)C)=O)[CH2:15][C@H:5]2[CH2:4][NH:3]1.[H-].[Al+3].[Li+].[H-].[H-].[H-].O. Product: [CH3:16][N:14]1[CH2:15][C@@H:5]2[C@H:6]([C:7]3[CH:12]=[CH:11][CH:10]=[CH:9][C:8]=3[CH2:2][NH:3][CH2:4]2)[CH2:13]1. The catalyst class is: 7. (3) Reactant: [OH-].[Na+:2].C[O:4][C:5](=[O:40])[C:6]1[CH:11]=[CH:10][C:9]([C:12]([N:14]2[CH2:19][CH2:18][CH:17]([C:20]3([C:28]4[CH:33]=[CH:32][CH:31]=[C:30]([NH:34][C:35](=[O:39])[CH2:36][O:37][CH3:38])[CH:29]=4)[C:24](=[O:25])[N:23]([CH3:26])[C:22]([NH2:27])=[N:21]3)[CH2:16][CH2:15]2)=[O:13])=[CH:8][CH:7]=1. Product: [NH2:27][C:22]1[N:23]([CH3:26])[C:24](=[O:25])[C:20]([CH:17]2[CH2:18][CH2:19][N:14]([C:12]([C:9]3[CH:10]=[CH:11][C:6]([C:5]([O-:40])=[O:4])=[CH:7][CH:8]=3)=[O:13])[CH2:15][CH2:16]2)([C:28]2[CH:33]=[CH:32][CH:31]=[C:30]([NH:34][C:35](=[O:39])[CH2:36][O:37][CH3:38])[CH:29]=2)[N:21]=1.[Na+:2]. The catalyst class is: 8. (4) Reactant: Cl.[F:2][C:3]1[CH:4]=[CH:5][C:6]([C:15]([F:18])([F:17])[F:16])=[C:7]([CH:9]2[CH2:14][CH2:13][NH:12][CH2:11][CH2:10]2)[CH:8]=1.[C:19]([O:23][C:24]([N:26]1[CH2:31][CH2:30][C:29]2[NH:32][N:33]=[C:34]([C:35](O)=[O:36])[C:28]=2[CH2:27]1)=[O:25])([CH3:22])([CH3:21])[CH3:20].C(N(C(C)C)CC)(C)C.CCN=C=NCCCN(C)C.C1C=CC2N(O)N=NC=2C=1. Product: [F:2][C:3]1[CH:4]=[CH:5][C:6]([C:15]([F:18])([F:16])[F:17])=[C:7]([CH:9]2[CH2:10][CH2:11][N:12]([C:35]([C:34]3[C:28]4[CH2:27][N:26]([C:24]([O:23][C:19]([CH3:22])([CH3:21])[CH3:20])=[O:25])[CH2:31][CH2:30][C:29]=4[NH:32][N:33]=3)=[O:36])[CH2:13][CH2:14]2)[CH:8]=1. The catalyst class is: 18. (5) Reactant: [CH3:1][C:2]1[CH:7]=[CH:6][C:5]([S:8]([O:11][C@H:12]([CH2:22][O:23][C@@H:24]([C@H:44]2[O:48][N:47]=[C:46]([C:49]#[CH:50])[CH2:45]2)[CH2:25][O:26][Si](C2C=CC=CC=2)(C2C=CC=CC=2)C(C)(C)C)[CH2:13][O:14][CH2:15][C:16]2[CH:21]=[CH:20][CH:19]=[CH:18][CH:17]=2)(=[O:10])=[O:9])=[CH:4][CH:3]=1.C(O)(=O)C.CCCC[N+](CCCC)(CCCC)CCCC.[F-]. Product: [CH3:1][C:2]1[CH:7]=[CH:6][C:5]([S:8]([O:11][C@H:12]([CH2:22][O:23][C@@H:24]([C@H:44]2[O:48][N:47]=[C:46]([C:49]#[CH:50])[CH2:45]2)[CH2:25][OH:26])[CH2:13][O:14][CH2:15][C:16]2[CH:21]=[CH:20][CH:19]=[CH:18][CH:17]=2)(=[O:10])=[O:9])=[CH:4][CH:3]=1. The catalyst class is: 1. (6) Reactant: Br[C:2]1[C:3](=[O:34])[N:4]([CH2:22][CH2:23][C:24]2[CH:33]=[CH:32][C:27]([C:28]([O:30][CH3:31])=[O:29])=[CH:26][CH:25]=2)[C:5]([CH2:9][O:10][C:11]2[CH:16]=[CH:15][CH:14]=[C:13]([O:17][C:18]([F:21])([F:20])[F:19])[CH:12]=2)=[C:6]([Cl:8])[CH:7]=1.[CH:35]1(OB(O)O)[CH2:37][CH2:36]1.P([O-])([O-])([O-])=O.[K+].[K+].[K+]. Product: [Cl:8][C:6]1[CH:7]=[C:2]([CH:35]2[CH2:37][CH2:36]2)[C:3](=[O:34])[N:4]([CH2:22][CH2:23][C:24]2[CH:33]=[CH:32][C:27]([C:28]([O:30][CH3:31])=[O:29])=[CH:26][CH:25]=2)[C:5]=1[CH2:9][O:10][C:11]1[CH:16]=[CH:15][CH:14]=[C:13]([O:17][C:18]([F:21])([F:20])[F:19])[CH:12]=1. The catalyst class is: 77.